From a dataset of Reaction yield outcomes from USPTO patents with 853,638 reactions. Predict the reaction yield, written as a fraction of the theoretical maximum amount of product (1.0 means a 100% yield; for example, 0.34 means a 34% yield). The reactants are [CH3:1][S:2]([NH:5][CH2:6][C:7]1[C:15]2[S:14](=[O:17])(=[O:16])[N:13]=[C:12]([CH2:18][C:19]([OH:21])=O)[NH:11][C:10]=2[S:9][CH:8]=1)(=[O:4])=[O:3].F[P-](F)(F)(F)(F)F.N1(OC(N(C)C)=[N+](C)C)C2N=CC=CC=2N=N1.CN1CCOCC1.C[O:54][C:55](=O)[CH2:56][CH:57]([CH:67]1[CH2:70][CH2:69][CH2:68]1)[NH:58][CH2:59][C:60]1[CH:65]=[CH:64][C:63]([F:66])=[CH:62][CH:61]=1.[O-]CC.[Na+].C(O)C. The catalyst is CN(C)C=O. The product is [CH:67]1([CH:57]2[N:58]([CH2:59][C:60]3[CH:65]=[CH:64][C:63]([F:66])=[CH:62][CH:61]=3)[C:19](=[O:21])[C:18]([C:12]3[NH:11][C:10]4[S:9][CH:8]=[C:7]([CH2:6][NH:5][S:2]([CH3:1])(=[O:3])=[O:4])[C:15]=4[S:14](=[O:16])(=[O:17])[N:13]=3)=[C:55]([OH:54])[CH2:56]2)[CH2:70][CH2:69][CH2:68]1. The yield is 0.310.